Dataset: Full USPTO retrosynthesis dataset with 1.9M reactions from patents (1976-2016). Task: Predict the reactants needed to synthesize the given product. (1) Given the product [OH:8][N:9]1[C:14]2[N:15]=[CH:16][N:17]=[C:18]([CH3:19])[C:13]=2[C:12]([NH:20][CH2:21][C:22]2[CH:23]=[CH:24][C:25]([NH:28][S:29]([CH3:32])(=[O:31])=[O:30])=[N:26][CH:27]=2)=[CH:11][C:10]1=[O:33], predict the reactants needed to synthesize it. The reactants are: C([O:8][N:9]1[C:14]2[N:15]=[CH:16][N:17]=[C:18]([CH3:19])[C:13]=2[C:12]([NH:20][CH2:21][C:22]2[CH:23]=[CH:24][C:25]([NH:28][S:29]([CH3:32])(=[O:31])=[O:30])=[N:26][CH:27]=2)=[CH:11][C:10]1=[O:33])C1C=CC=CC=1.[H][H]. (2) The reactants are: [NH2:1][C:2]1[NH:6][N:5]=[C:4]([CH3:7])[C:3]=1[C:8]1[C:13]([Cl:14])=[CH:12][C:11]([O:15][CH2:16][CH3:17])=[CH:10][C:9]=1[Cl:18].C(O[C:22](=[NH:24])[CH3:23])C.[C:25]([OH:28])(=[O:27])[CH3:26]. Given the product [C:25]([OH:28])(=[O:27])[CH3:26].[NH:24]=[CH:22][CH2:23][NH:1][C:2]1[NH:6][N:5]=[C:4]([CH3:7])[C:3]=1[C:8]1[C:13]([Cl:14])=[CH:12][C:11]([O:15][CH2:16][CH3:17])=[CH:10][C:9]=1[Cl:18], predict the reactants needed to synthesize it. (3) Given the product [Cl:1][C:2]1[C:7]([Cl:8])=[CH:6][C:5]2[NH:9][C:16](=[O:15])[CH2:17][C:18]([C:19]3[CH:24]=[CH:23][CH:22]=[C:21]([C:25]4[CH:30]=[CH:29][N:28]=[CH:27][N:26]=4)[CH:20]=3)=[N:10][C:4]=2[CH:3]=1, predict the reactants needed to synthesize it. The reactants are: [Cl:1][C:2]1[C:7]([Cl:8])=[CH:6][C:5]([NH2:9])=[C:4]([NH2:10])[CH:3]=1.C([O:15][C:16](=O)[CH2:17][C:18](=O)[C:19]1[CH:24]=[CH:23][CH:22]=[C:21]([C:25]2[CH:30]=[CH:29][N:28]=[CH:27][N:26]=2)[CH:20]=1)(C)(C)C. (4) The reactants are: [C:1]([C:5]1[CH:10]=[CH:9][C:8]([NH:11][C:12](=[O:25])[C:13]2[CH:18]=[CH:17][C:16]([N:19]3[CH2:24][CH2:23][NH:22][CH2:21][CH2:20]3)=[N:15][CH:14]=2)=[CH:7][CH:6]=1)([CH3:4])([CH3:3])[CH3:2].[CH3:26][O:27][C:28]([C@H:30]1[CH2:35][CH2:34][C@H:33]([C:36](O)=[O:37])[CH2:32][CH2:31]1)=[O:29].C(C1C=C(NC(C2C=CC(N3CCN(C(C4CCC(C(O)=O)CC4)=O)CC3)=NC=2)=O)C=CC=1)(C)(C)C. Given the product [CH3:26][O:27][C:28]([CH:30]1[CH2:35][CH2:34][CH:33]([C:36]([N:22]2[CH2:23][CH2:24][N:19]([C:16]3[CH:17]=[CH:18][C:13]([C:12](=[O:25])[NH:11][C:8]4[CH:7]=[CH:6][C:5]([C:1]([CH3:4])([CH3:2])[CH3:3])=[CH:10][CH:9]=4)=[CH:14][N:15]=3)[CH2:20][CH2:21]2)=[O:37])[CH2:32][CH2:31]1)=[O:29], predict the reactants needed to synthesize it.